From a dataset of Ames mutagenicity test results for genotoxicity prediction. Regression/Classification. Given a drug SMILES string, predict its toxicity properties. Task type varies by dataset: regression for continuous values (e.g., LD50, hERG inhibition percentage) or binary classification for toxic/non-toxic outcomes (e.g., AMES mutagenicity, cardiotoxicity, hepatotoxicity). Dataset: ames. (1) The molecule is O=Cc1cn(C2CC(O)C(CO)O2)c(=O)[nH]c1=O. The result is 0 (non-mutagenic). (2) The molecule is CN(C)c1ccc(C(=C2C=CC(=[N+](C)C)C=C2)c2ccccc2)cc1. The result is 0 (non-mutagenic). (3) The drug is COC(=O)c1oc(NO)c(-c2ccccc2)c1-c1ccccc1. The result is 0 (non-mutagenic). (4) The molecule is NC(CSC(Cl)=C(Cl)Cl)C(=O)O. The result is 1 (mutagenic).